Dataset: Forward reaction prediction with 1.9M reactions from USPTO patents (1976-2016). Task: Predict the product of the given reaction. (1) Given the reactants [Br:1][C:2]1[N:7]=[C:6]([NH:8][C:9]2[CH:14]=[C:13]([C:15]([F:18])([F:17])[F:16])[CH:12]=[CH:11][N:10]=2)[CH:5]=[C:4]([CH3:19])[CH:3]=1.C1C(=O)N([Br:27])C(=O)C1.C(OOC(=O)C1C=CC=CC=1)(=O)C1C=CC=CC=1, predict the reaction product. The product is: [Br:1][C:2]1[N:7]=[C:6]([NH:8][C:9]2[CH:14]=[C:13]([C:15]([F:18])([F:16])[F:17])[CH:12]=[CH:11][N:10]=2)[CH:5]=[C:4]([CH2:19][Br:27])[CH:3]=1. (2) Given the reactants [CH2:1]([O:8][C:9]1[CH:14]=[CH:13][C:12]([N:15]([CH3:54])[C:16]([C:18]2[CH:19]=[C:20]([C:25]3[CH:26]=[C:27]4[C:31](=[CH:32][C:33]=3[C:34]([N:36]3[C@H:45]([CH3:46])[CH2:44][C:43]5[C:38](=[CH:39][CH:40]=[CH:41][CH:42]=5)[CH2:37]3)=[O:35])[CH2:30][N:29](C(OC(C)(C)C)=O)[CH2:28]4)[N:21]([CH3:24])[C:22]=2[CH3:23])=[O:17])=[CH:11][CH:10]=1)[C:2]1[CH:7]=[CH:6][CH:5]=[CH:4][CH:3]=1.FC(F)(F)C(O)=O, predict the reaction product. The product is: [CH2:1]([O:8][C:9]1[CH:14]=[CH:13][C:12]([N:15]([CH3:54])[C:16]([C:18]2[CH:19]=[C:20]([C:25]3[CH:26]=[C:27]4[C:31](=[CH:32][C:33]=3[C:34]([N:36]3[C@H:45]([CH3:46])[CH2:44][C:43]5[C:38](=[CH:39][CH:40]=[CH:41][CH:42]=5)[CH2:37]3)=[O:35])[CH2:30][NH:29][CH2:28]4)[N:21]([CH3:24])[C:22]=2[CH3:23])=[O:17])=[CH:11][CH:10]=1)[C:2]1[CH:3]=[CH:4][CH:5]=[CH:6][CH:7]=1. (3) Given the reactants [C@H:1]1([NH2:8])[CH2:6][CH2:5][CH2:4][CH2:3][C@@H:2]1[NH2:7].O=[C:10]1[CH2:15][CH2:14][N:13]([C:16]([O:18][C:19]([CH3:22])([CH3:21])[CH3:20])=[O:17])[CH2:12][CH2:11]1.C(O[BH-](OC(=O)C)OC(=O)C)(=O)C.[Na+].C(=O)([O-])O.[Na+], predict the reaction product. The product is: [NH2:7][C@H:2]1[CH2:3][CH2:4][CH2:5][CH2:6][C@@H:1]1[NH:8][CH:10]1[CH2:15][CH2:14][N:13]([C:16]([O:18][C:19]([CH3:22])([CH3:21])[CH3:20])=[O:17])[CH2:12][CH2:11]1. (4) Given the reactants [Br:1][C:2]1[CH:3]=[C:4]([CH:9]=[CH:10][CH:11]=1)[C:5](OC)=[O:6].O.[NH2:13][NH2:14], predict the reaction product. The product is: [Br:1][C:2]1[CH:3]=[C:4]([CH:9]=[CH:10][CH:11]=1)[C:5]([NH:13][NH2:14])=[O:6]. (5) Given the reactants [CH2:1]([N:8]1[CH2:13][CH2:12][N:11]([C:14]([O:16][C:17]([CH3:20])([CH3:19])[CH3:18])=[O:15])[C@H:10]([CH2:21][C:22]2[CH:27]=[CH:26][CH:25]=[CH:24][C:23]=2Br)[CH2:9]1)[C:2]1[CH:7]=[CH:6][CH:5]=[CH:4][CH:3]=1.[Cl:29][C:30]1[CH:35]=[CH:34][CH:33]=[C:32]([Sn](CCCC)(CCCC)CCCC)[N:31]=1, predict the reaction product. The product is: [CH2:1]([N:8]1[CH2:13][CH2:12][N:11]([C:14]([O:16][C:17]([CH3:20])([CH3:19])[CH3:18])=[O:15])[C@H:10]([CH:21]([C:32]2[CH:33]=[CH:34][CH:35]=[C:30]([Cl:29])[N:31]=2)[C:22]2[CH:27]=[CH:26][CH:25]=[CH:24][CH:23]=2)[CH2:9]1)[C:2]1[CH:7]=[CH:6][CH:5]=[CH:4][CH:3]=1. (6) Given the reactants [CH2:1]([NH:3][C:4]1[C:5]([O:14][CH3:15])=[C:6]([CH:11]=[CH:12][CH:13]=1)[C:7]([O:9][CH3:10])=[O:8])[CH3:2].C(N(CC)CC)C.[C:23]([C:25]1[CH:33]=[CH:32][C:28]([C:29](Cl)=[O:30])=[CH:27][CH:26]=1)#[N:24], predict the reaction product. The product is: [C:23]([C:25]1[CH:33]=[CH:32][C:28]([C:29]([N:3]([CH2:1][CH3:2])[C:4]2[C:5]([O:14][CH3:15])=[C:6]([CH:11]=[CH:12][CH:13]=2)[C:7]([O:9][CH3:10])=[O:8])=[O:30])=[CH:27][CH:26]=1)#[N:24].